From a dataset of Reaction yield outcomes from USPTO patents with 853,638 reactions. Predict the reaction yield, written as a fraction of the theoretical maximum amount of product (1.0 means a 100% yield; for example, 0.34 means a 34% yield). (1) The reactants are [Br:1][C:2]1[CH:7]=[C:6]([C:8]([F:11])([F:10])[F:9])[C:5]([NH:12][C:13](=[O:17])[O:14][CH2:15][CH3:16])=[C:4]([N+:18]([O-:20])=[O:19])[CH:3]=1.[CH3:21][O:22][C:23]1[CH:30]=[C:29]([O:31][CH3:32])[CH:28]=[CH:27][C:24]=1[CH2:25]O.C1(P(C2C=CC=CC=2)C2C=CC=CC=2)C=CC=CC=1.N(C(OCC)=O)=NC(OCC)=O. The catalyst is O1CCCC1. The product is [Br:1][C:2]1[CH:7]=[C:6]([C:8]([F:10])([F:9])[F:11])[C:5]([N:12]([CH2:25][C:24]2[CH:27]=[CH:28][C:29]([O:31][CH3:32])=[CH:30][C:23]=2[O:22][CH3:21])[C:13](=[O:17])[O:14][CH2:15][CH3:16])=[C:4]([N+:18]([O-:20])=[O:19])[CH:3]=1. The yield is 0.530. (2) The reactants are [CH3:1][O:2][C:3]([C:5]1[C:10](Cl)=[C:9]([NH:12][C:13](=[O:15])[CH3:14])[CH:8]=[C:7]([C:16]2[CH:21]=[CH:20][C:19]([Cl:22])=[C:18]([O:23][CH3:24])[C:17]=2[F:25])[N:6]=1)=[O:4].[CH2:26]([Sn](CCCC)(CCCC)C=C)[CH2:27]CC. The catalyst is C(#N)C.Cl[Pd](Cl)([P](C1C=CC=CC=1)(C1C=CC=CC=1)C1C=CC=CC=1)[P](C1C=CC=CC=1)(C1C=CC=CC=1)C1C=CC=CC=1. The product is [CH3:1][O:2][C:3]([C:5]1[C:10]([CH:26]=[CH2:27])=[C:9]([NH:12][C:13](=[O:15])[CH3:14])[CH:8]=[C:7]([C:16]2[CH:21]=[CH:20][C:19]([Cl:22])=[C:18]([O:23][CH3:24])[C:17]=2[F:25])[N:6]=1)=[O:4]. The yield is 0.600. (3) The reactants are [Cl:1][C:2]1[CH:23]=[CH:22][CH:21]=[CH:20][C:3]=1[O:4][C:5]1[CH2:9][N:8]([C@@H:10]([CH2:14][CH:15]([CH3:18])[CH2:16][CH3:17])[C:11]([OH:13])=O)[C:7](=[O:19])[CH:6]=1.[CH3:24][C:25]1([CH3:37])[O:29][C@H:28]([CH2:30][N:31]2[CH:35]=[CH:34][C:33]([NH2:36])=[N:32]2)[CH2:27][O:26]1.C(N(CC)C(C)C)(C)C.F[P-](F)(F)(F)(F)F.N1(O[P+](N(C)C)(N(C)C)N(C)C)C2C=CC=CC=2N=N1. The catalyst is CN(C)C=O. The product is [CH3:24][C:25]1([CH3:37])[O:29][C@H:28]([CH2:30][N:31]2[CH:35]=[CH:34][C:33]([NH:36][C:11](=[O:13])[C@@H:10]([N:8]3[CH2:9][C:5]([O:4][C:3]4[CH:20]=[CH:21][CH:22]=[CH:23][C:2]=4[Cl:1])=[CH:6][C:7]3=[O:19])[CH2:14][CH:15]([CH3:18])[CH2:16][CH3:17])=[N:32]2)[CH2:27][O:26]1. The yield is 0.760. (4) The yield is 0.670. The catalyst is CO.[Pd]. The reactants are C([O:8][C:9]1[CH:14]=[C:13]([O:15]CC2C=CC=CC=2)[CH:12]=[CH:11][C:10]=1[CH:23]1[CH2:26][N:25]([C:27]([C:29]2[CH:34]=[CH:33][CH:32]=[CH:31][CH:30]=2)=[O:28])[CH2:24]1)C1C=CC=CC=1. The product is [OH:8][C:9]1[CH:14]=[C:13]([OH:15])[CH:12]=[CH:11][C:10]=1[CH:23]1[CH2:24][N:25]([C:27]([C:29]2[CH:30]=[CH:31][CH:32]=[CH:33][CH:34]=2)=[O:28])[CH2:26]1.